From a dataset of Catalyst prediction with 721,799 reactions and 888 catalyst types from USPTO. Predict which catalyst facilitates the given reaction. (1) The catalyst class is: 30. Product: [Cl:1][C:2]1[CH:7]=[C:6]([CH3:8])[CH:5]=[C:4]([F:9])[C:3]=1[CH:20]=[O:21]. Reactant: [Cl:1][C:2]1[CH:7]=[C:6]([CH3:8])[CH:5]=[C:4]([F:9])[CH:3]=1.C([N-]C(C)C)(C)C.[Li+].CN(C)[CH:20]=[O:21].C(O)(=O)C. (2) The catalyst class is: 3. Reactant: [H-].[Na+].[S:3]1[CH:7]=[CH:6][N:5]=[C:4]1[SH:8].[C:9]([O:13][C:14]([N:16]1[CH2:21][CH2:20][CH:19](S(C)(=O)=O)[CH2:18][CH2:17]1)=[O:15])([CH3:12])([CH3:11])[CH3:10]. Product: [C:9]([O:13][C:14]([N:16]1[CH2:21][CH2:20][CH:19]([S:8][C:4]2[S:3][CH:7]=[CH:6][N:5]=2)[CH2:18][CH2:17]1)=[O:15])([CH3:12])([CH3:10])[CH3:11]. (3) Reactant: [F:1][C:2]1[CH:7]=[CH:6][CH:5]=[CH:4][C:3]=1[CH:8]=[CH:9][C:10]([NH:12][C@H:13]([C:25]([O:27]C)=[O:26])[CH2:14][CH2:15][CH2:16][NH:17][C:18]([O:20][C:21]([CH3:24])([CH3:23])[CH3:22])=[O:19])=[O:11].[OH-].[Na+]. Product: [F:1][C:2]1[CH:7]=[CH:6][CH:5]=[CH:4][C:3]=1[CH:8]=[CH:9][C:10]([NH:12][C@H:13]([C:25]([OH:27])=[O:26])[CH2:14][CH2:15][CH2:16][NH:17][C:18]([O:20][C:21]([CH3:22])([CH3:23])[CH3:24])=[O:19])=[O:11]. The catalyst class is: 5. (4) Reactant: [Cl:1][C:2]1[C:3]([OH:12])=[N:4][CH:5]=[C:6]([C:8]([F:11])([F:10])[F:9])[CH:7]=1.Cl[CH2:14][CH2:15][CH2:16][CH2:17][CH:18]([N:25]1[CH:29]=[N:28][CH:27]=[N:26]1)[C:19](=[O:24])[C:20]([CH3:23])([CH3:22])[CH3:21].C(=O)([O-])[O-].[K+].[K+].[I-].[K+]. Product: [Cl:1][C:2]1[C:3]([O:12][CH2:14][CH2:15][CH2:16][CH2:17][CH:18]([N:25]2[CH:29]=[N:28][CH:27]=[N:26]2)[C:19](=[O:24])[C:20]([CH3:21])([CH3:23])[CH3:22])=[N:4][CH:5]=[C:6]([C:8]([F:11])([F:9])[F:10])[CH:7]=1. The catalyst class is: 18. (5) Reactant: [NH2:1][C:2]1[CH:3]=[C:4]([CH:9]=[CH:10][C:11]=1[O:12][C:13]1[CH:18]=[CH:17][CH:16]=[CH:15][C:14]=1[C:19]([O:21]C)=O)[C:5]([O:7][CH3:8])=[O:6].C[Al](C)C. Product: [O:21]=[C:19]1[C:14]2[CH:15]=[CH:16][CH:17]=[CH:18][C:13]=2[O:12][C:11]2[CH:10]=[CH:9][C:4]([C:5]([O:7][CH3:8])=[O:6])=[CH:3][C:2]=2[NH:1]1. The catalyst class is: 2.